From a dataset of Forward reaction prediction with 1.9M reactions from USPTO patents (1976-2016). Predict the product of the given reaction. (1) The product is: [BrH:1].[Cl:12][C:7]1[CH:6]=[C:5]([C:3]2[N:18]3[CH2:19][CH2:20][N:16]=[C:17]3[S:21][C:2]=2[CH:13]([CH3:15])[CH3:14])[CH:10]=[CH:9][C:8]=1[Cl:11]. Given the reactants [Br:1][CH:2]([CH:13]([CH3:15])[CH3:14])[C:3]([C:5]1[CH:10]=[CH:9][C:8]([Cl:11])=[C:7]([Cl:12])[CH:6]=1)=O.[NH:16]1[CH2:20][CH2:19][NH:18][C:17]1=[S:21], predict the reaction product. (2) The product is: [CH3:14][O:15][C:16]1[CH:17]=[C:18]([O:22][CH3:23])[CH:19]=[CH:20][C:21]=1[C:10]([CH:9]([CH3:13])[C:6]1[CH:5]=[CH:4][C:3]([O:2][CH3:1])=[CH:8][CH:7]=1)=[O:12]. Given the reactants [CH3:1][O:2][C:3]1[CH:8]=[CH:7][C:6]([CH:9]([CH3:13])[C:10]([OH:12])=O)=[CH:5][CH:4]=1.[CH3:14][O:15][C:16]1[CH:21]=[CH:20][CH:19]=[C:18]([O:22][CH3:23])[CH:17]=1, predict the reaction product. (3) Given the reactants C(N(CC)C(C)C)(C)C.[C:10](Cl)(=[O:17])[C:11]1[CH:16]=[CH:15][CH:14]=[CH:13][CH:12]=1.[NH2:19][C:20]1[CH:25]=[CH:24][C:23]([CH:26]([CH3:40])[C:27]([C:33]2[CH:38]=[CH:37][N:36]=[C:35]([Cl:39])[CH:34]=2)([OH:32])[C:28]([F:31])([F:30])[F:29])=[C:22]([Cl:41])[CH:21]=1, predict the reaction product. The product is: [Cl:41][C:22]1[CH:21]=[C:20]([NH:19][C:10](=[O:17])[C:11]2[CH:16]=[CH:15][CH:14]=[CH:13][CH:12]=2)[CH:25]=[CH:24][C:23]=1[CH:26]([CH3:40])[C:27]([C:33]1[CH:38]=[CH:37][N:36]=[C:35]([Cl:39])[CH:34]=1)([OH:32])[C:28]([F:31])([F:30])[F:29]. (4) Given the reactants [OH:1][C:2]1[CH:7]=[CH:6][CH:5]=[CH:4][C:3]=1[CH2:8][C:9]([C:11]1[C:19]2[C:14](=[CH:15][CH:16]=[CH:17][CH:18]=2)[N:13]([CH2:20][CH2:21][CH2:22][CH2:23][CH3:24])[CH:12]=1)=[O:10].C(=O)([O-])[O-].[K+].[K+].Br[CH2:32][C:33]([O:35][C:36]([CH3:39])([CH3:38])[CH3:37])=[O:34], predict the reaction product. The product is: [O:10]=[C:9]([C:11]1[C:19]2[C:14](=[CH:15][CH:16]=[CH:17][CH:18]=2)[N:13]([CH2:20][CH2:21][CH2:22][CH2:23][CH3:24])[CH:12]=1)[CH2:8][C:3]1[CH:4]=[CH:5][CH:6]=[CH:7][C:2]=1[O:1][CH2:32][C:33]([O:35][C:36]([CH3:39])([CH3:38])[CH3:37])=[O:34]. (5) Given the reactants [Cl-:1].[F:2][C:3]1[CH:28]=[CH:27][C:6]([CH2:7][P+](C2C=CC=CC=2)(C2C=CC=CC=2)C2C=CC=CC=2)=[CH:5][CH:4]=1.[K].C([O-])(C)(C)C.[CH3:35][N:36]([CH3:51])[C:37]1([C:45]2[CH:50]=[CH:49][CH:48]=[CH:47][CH:46]=2)[CH2:42][CH2:41][CH:40]([CH:43]=O)[CH2:39][CH2:38]1, predict the reaction product. The product is: [ClH:1].[F:2][C:3]1[CH:4]=[CH:5][C:6]([CH:7]=[CH:43][CH:40]2[CH2:39][CH2:38][C:37]([N:36]([CH3:35])[CH3:51])([C:45]3[CH:46]=[CH:47][CH:48]=[CH:49][CH:50]=3)[CH2:42][CH2:41]2)=[CH:27][CH:28]=1.